From a dataset of Full USPTO retrosynthesis dataset with 1.9M reactions from patents (1976-2016). Predict the reactants needed to synthesize the given product. The reactants are: [Cl:1][C:2]1[CH:3]=[CH:4][C:5]([O:32][C:33]2[CH:38]=[C:37]([F:39])[C:36]([S:40](=[O:59])(=[O:58])[N:41](CC3C=CC(OC)=CC=3OC)[C:42]3[S:46][N:45]=[CH:44][N:43]=3)=[CH:35][C:34]=2[F:60])=[C:6]([C:8]2[CH:9]=[CH:10][C:11]3[O:15][N:14]=[C:13]([N:16](C(OC(C)(C)C)=O)C(OC(C)(C)C)=O)[C:12]=3[CH:31]=2)[CH:7]=1.FC(F)(F)C(O)=O. Given the product [NH2:16][C:13]1[C:12]2[CH:31]=[C:8]([C:6]3[CH:7]=[C:2]([Cl:1])[CH:3]=[CH:4][C:5]=3[O:32][C:33]3[C:34]([F:60])=[CH:35][C:36]([S:40]([NH:41][C:42]4[S:46][N:45]=[CH:44][N:43]=4)(=[O:58])=[O:59])=[C:37]([F:39])[CH:38]=3)[CH:9]=[CH:10][C:11]=2[O:15][N:14]=1, predict the reactants needed to synthesize it.